Dataset: Reaction yield outcomes from USPTO patents with 853,638 reactions. Task: Predict the reaction yield, written as a fraction of the theoretical maximum amount of product (1.0 means a 100% yield; for example, 0.34 means a 34% yield). (1) The reactants are O.[OH-].[Li+].C[O:5][C:6](=[O:36])[CH:7]([O:29][CH2:30][CH2:31][CH2:32][CH2:33][CH2:34][CH3:35])[CH2:8][C:9]1[CH:14]=[CH:13][C:12]([O:15][CH2:16][CH2:17][C:18]2[CH:23]=[CH:22][C:21]([O:24][S:25]([CH3:28])(=[O:27])=[O:26])=[CH:20][CH:19]=2)=[CH:11][CH:10]=1. The catalyst is O.O1CCCC1. The product is [CH2:30]([O:29][CH:7]([CH2:8][C:9]1[CH:14]=[CH:13][C:12]([O:15][CH2:16][CH2:17][C:18]2[CH:19]=[CH:20][C:21]([O:24][S:25]([CH3:28])(=[O:27])=[O:26])=[CH:22][CH:23]=2)=[CH:11][CH:10]=1)[C:6]([OH:36])=[O:5])[CH2:31][CH2:32][CH2:33][CH2:34][CH3:35]. The yield is 0.975. (2) The reactants are [N:1]12[CH2:8][CH2:7][C:4]([C:9]([C:17]3[CH:22]=[CH:21][CH:20]=[CH:19][CH:18]=3)([C:11]3[CH:16]=[CH:15][CH:14]=[CH:13][CH:12]=3)[OH:10])([CH2:5][CH2:6]1)[CH2:3][CH2:2]2.[Br:23][CH2:24][CH2:25][CH2:26][CH2:27][CH2:28][CH2:29][CH2:30][CH2:31][CH3:32]. The catalyst is CC#N. The product is [Br-:23].[OH:10][C:9]([C:17]1[CH:22]=[CH:21][CH:20]=[CH:19][CH:18]=1)([C:11]1[CH:12]=[CH:13][CH:14]=[CH:15][CH:16]=1)[C:4]12[CH2:5][CH2:6][N+:1]([CH2:24][CH2:25][CH2:26][CH2:27][CH2:28][CH2:29][CH2:30][CH2:31][CH3:32])([CH2:2][CH2:3]1)[CH2:8][CH2:7]2. The yield is 0.458. (3) The product is [Cl:21][CH2:22][C:23]([NH:13][C@@H:9]1[CH2:8][O:7][C:6]2=[N:5][C:4]([N+:1]([O-:3])=[O:2])=[CH:12][N:11]2[CH2:10]1)=[O:24]. The catalyst is CN(C=O)C. The yield is 0.500. The reactants are [N+:1]([C:4]1[N:5]=[C:6]2[N:11]([CH:12]=1)[CH2:10][CH:9]([NH2:13])[CH2:8][O:7]2)([O-:3])=[O:2].C(N(CC)CC)C.[Cl:21][CH2:22][C:23](Cl)=[O:24].C(=O)(O)[O-].[Na+]. (4) The reactants are [Br:1][C:2]1[CH:7]=[CH:6][C:5]([CH2:8][CH2:9][C:10]([OH:12])=O)=[CH:4][CH:3]=1.[C:13](N1C=CN=C1)([N:15]1C=CN=[CH:16]1)=O.Cl.CNC.C(N(C(C)C)CC)(C)C. The catalyst is ClCCl. The product is [Br:1][C:2]1[CH:7]=[CH:6][C:5]([CH2:8][CH2:9][C:10]([N:15]([CH3:16])[CH3:13])=[O:12])=[CH:4][CH:3]=1. The yield is 0.870.